Task: Predict the reaction yield, written as a fraction of the theoretical maximum amount of product (1.0 means a 100% yield; for example, 0.34 means a 34% yield).. Dataset: Reaction yield outcomes from USPTO patents with 853,638 reactions (1) The reactants are Br[CH2:2][C:3]1[CH:8]=[CH:7][C:6]([CH2:9][N:10]2[CH2:23][CH2:22][CH2:21][N:20]([C:24]([O:26][C:27]([CH3:30])([CH3:29])[CH3:28])=[O:25])[CH2:19][CH2:18][N:17]([C:31]([O:33][C:34]([CH3:37])([CH3:36])[CH3:35])=[O:32])[CH2:16][CH2:15][CH2:14][N:13]([C:38]([O:40][C:41]([CH3:44])([CH3:43])[CH3:42])=[O:39])[CH2:12][CH2:11]2)=[CH:5][CH:4]=1.[NH:45]([C:49]1[NH:50][C:51]2[CH:57]=[CH:56][CH:55]=[CH:54][C:52]=2[N:53]=1)[C:46]([NH2:48])=[NH:47]. The catalyst is C(#N)C. The product is [NH:45]([C:49]1[N:50]([CH2:2][C:3]2[CH:8]=[CH:7][C:6]([CH2:9][N:10]3[CH2:23][CH2:22][CH2:21][N:20]([C:24]([O:26][C:27]([CH3:30])([CH3:29])[CH3:28])=[O:25])[CH2:19][CH2:18][N:17]([C:31]([O:33][C:34]([CH3:37])([CH3:36])[CH3:35])=[O:32])[CH2:16][CH2:15][CH2:14][N:13]([C:38]([O:40][C:41]([CH3:44])([CH3:43])[CH3:42])=[O:39])[CH2:12][CH2:11]3)=[CH:5][CH:4]=2)[C:51]2[CH:57]=[CH:56][CH:55]=[CH:54][C:52]=2[N:53]=1)[C:46]([NH2:48])=[NH:47]. The yield is 0.340. (2) The reactants are [F:1][C:2]1[CH:11]=[C:10]2[C:5]([CH:6]=[CH:7][C:8](=[O:12])[NH:9]2)=[CH:4][CH:3]=1.[F:13][C:14]([F:27])([F:26])[S:15](O[S:15]([C:14]([F:27])([F:26])[F:13])(=[O:17])=[O:16])(=[O:17])=[O:16]. The catalyst is N1C=CC=CC=1. The product is [F:13][C:14]([F:27])([F:26])[S:15]([O:12][C:8]1[CH:7]=[CH:6][C:5]2[C:10](=[CH:11][C:2]([F:1])=[CH:3][CH:4]=2)[N:9]=1)(=[O:17])=[O:16]. The yield is 0.860. (3) The reactants are [CH3:1][N:2]([CH3:22])[C:3]([C@@H:5]1[CH2:13][C:12]2[C:7](=[CH:8][CH:9]=[CH:10][CH:11]=2)[C@@H:6]1[NH:14]C(=O)OC(C)(C)C)=[O:4].C(O)C. The catalyst is C(Cl)Cl.[Br-].[Br-].[Zn+2]. The product is [NH2:14][C@H:6]1[C:7]2[C:12](=[CH:11][CH:10]=[CH:9][CH:8]=2)[CH2:13][C@H:5]1[C:3]([N:2]([CH3:22])[CH3:1])=[O:4]. The yield is 0.950. (4) The reactants are C[O:2][CH2:3][C:4]1([C:9]#[N:10])[CH2:7][C:6](=[CH2:8])[CH2:5]1.B(Br)(Br)Br. The catalyst is C(Cl)Cl. The product is [OH:2][CH2:3][C:4]1([C:9]#[N:10])[CH2:7][C:6](=[CH2:8])[CH2:5]1. The yield is 1.00.